From a dataset of Full USPTO retrosynthesis dataset with 1.9M reactions from patents (1976-2016). Predict the reactants needed to synthesize the given product. (1) Given the product [F:28][C:29]1[CH:36]=[C:35]([F:37])[CH:34]=[CH:33][C:46]=1[CH2:44][NH:40][C:41]([C:2]1[C:3](=[O:27])[C:4]([O:19][CH2:20][C:21]2[CH:26]=[CH:25][CH:24]=[CH:23][CH:22]=2)=[C:5]2[C:10](=[O:11])[N:9]3[CH2:12][C@H:13]4[CH2:17][CH2:16][CH2:15][N:14]4[C@@H:8]3[CH2:7][N:6]2[CH:18]=1)=[O:49], predict the reactants needed to synthesize it. The reactants are: Br[C:2]1[C:3](=[O:27])[C:4]([O:19][CH2:20][C:21]2[CH:26]=[CH:25][CH:24]=[CH:23][CH:22]=2)=[C:5]2[C:10](=[O:11])[N:9]3[CH2:12][C@H:13]4[CH2:17][CH2:16][CH2:15][N:14]4[C@@H:8]3[CH2:7][N:6]2[CH:18]=1.[F:28][C:29]1[CH:36]=[C:35]([F:37])[CH:34]=[CH:33]C=1CN.CC[N:40]([CH:44]([CH3:46])C)[CH:41](C)C.CS(C)=[O:49]. (2) Given the product [Cl:1][C:2]1[CH:3]=[CH:4][CH:5]=[C:6]2[C:11]=1[N:10]=[C:9]([C:12]1[CH:17]=[CH:16][CH:15]=[C:14]([CH3:18])[N:13]=1)[C:8]([C@@H:19]([NH:21][C:28]1[N:36]=[CH:35][N:34]=[C:33]3[C:29]=1[N:30]=[CH:31][NH:32]3)[CH3:20])=[CH:7]2, predict the reactants needed to synthesize it. The reactants are: [Cl:1][C:2]1[CH:3]=[CH:4][CH:5]=[C:6]2[C:11]=1[N:10]=[C:9]([C:12]1[CH:17]=[CH:16][CH:15]=[C:14]([CH3:18])[N:13]=1)[C:8]([C@@H:19]([NH2:21])[CH3:20])=[CH:7]2.C(O)CCC.Br[C:28]1[N:36]=[CH:35][N:34]=[C:33]2[C:29]=1[NH:30][CH:31]=[N:32]2.C(N(CC)C(C)C)(C)C. (3) Given the product [CH3:3][O:4][C:5](=[O:17])[C:6]1[CH:11]=[CH:10][C:9]([CH2:12][NH2:13])=[C:8]([F:16])[CH:7]=1, predict the reactants needed to synthesize it. The reactants are: [H][H].[CH3:3][O:4][C:5](=[O:17])[C:6]1[CH:11]=[CH:10][C:9]([CH2:12][N:13]=[N+]=[N-])=[C:8]([F:16])[CH:7]=1. (4) Given the product [ClH:26].[CH3:1][O:2][C:3]1[CH:4]=[C:5]2[C:9](=[CH:10][CH:11]=1)[NH:8][C:7]([C:12]([OH:14])=[O:13])=[C:6]2[CH2:15][CH2:16][CH2:17][NH2:18], predict the reactants needed to synthesize it. The reactants are: [CH3:1][O:2][C:3]1[CH:4]=[C:5]2[C:9](=[CH:10][CH:11]=1)[NH:8][C:7]([C:12]([OH:14])=[O:13])=[C:6]2[CH2:15][CH2:16][CH2:17][NH:18]C(OC(C)(C)C)=O.[ClH:26].CCOC(C)=O.CCOCC.